Dataset: NCI-60 drug combinations with 297,098 pairs across 59 cell lines. Task: Regression. Given two drug SMILES strings and cell line genomic features, predict the synergy score measuring deviation from expected non-interaction effect. (1) Drug 1: C1C(C(OC1N2C=C(C(=O)NC2=O)F)CO)O. Drug 2: CCN(CC)CCCC(C)NC1=C2C=C(C=CC2=NC3=C1C=CC(=C3)Cl)OC. Cell line: ACHN. Synergy scores: CSS=28.5, Synergy_ZIP=-2.32, Synergy_Bliss=-2.11, Synergy_Loewe=-2.95, Synergy_HSA=0.710. (2) Drug 1: CC1=C2C(C(=O)C3(C(CC4C(C3C(C(C2(C)C)(CC1OC(=O)C(C(C5=CC=CC=C5)NC(=O)OC(C)(C)C)O)O)OC(=O)C6=CC=CC=C6)(CO4)OC(=O)C)OC)C)OC. Drug 2: CC1=CC2C(CCC3(C2CCC3(C(=O)C)OC(=O)C)C)C4(C1=CC(=O)CC4)C. Cell line: SF-295. Synergy scores: CSS=46.2, Synergy_ZIP=8.00, Synergy_Bliss=7.70, Synergy_Loewe=-36.3, Synergy_HSA=5.80. (3) Drug 1: CS(=O)(=O)OCCCCOS(=O)(=O)C. Drug 2: COCCOC1=C(C=C2C(=C1)C(=NC=N2)NC3=CC=CC(=C3)C#C)OCCOC.Cl. Cell line: OVCAR-5. Synergy scores: CSS=19.4, Synergy_ZIP=0.910, Synergy_Bliss=6.87, Synergy_Loewe=8.20, Synergy_HSA=8.70. (4) Drug 1: CC(C)(C#N)C1=CC(=CC(=C1)CN2C=NC=N2)C(C)(C)C#N. Drug 2: C1CNP(=O)(OC1)N(CCCl)CCCl. Cell line: NCI/ADR-RES. Synergy scores: CSS=-4.37, Synergy_ZIP=4.69, Synergy_Bliss=5.20, Synergy_Loewe=-1.11, Synergy_HSA=-1.17. (5) Drug 1: C1=NC(=NC(=O)N1C2C(C(C(O2)CO)O)O)N. Drug 2: C1C(C(OC1N2C=NC(=NC2=O)N)CO)O. Cell line: SK-MEL-5. Synergy scores: CSS=15.1, Synergy_ZIP=0.924, Synergy_Bliss=6.97, Synergy_Loewe=1.86, Synergy_HSA=1.82. (6) Drug 1: C1=CN(C(=O)N=C1N)C2C(C(C(O2)CO)O)O.Cl. Drug 2: CC1C(C(CC(O1)OC2CC(OC(C2O)C)OC3=CC4=CC5=C(C(=O)C(C(C5)C(C(=O)C(C(C)O)O)OC)OC6CC(C(C(O6)C)O)OC7CC(C(C(O7)C)O)OC8CC(C(C(O8)C)O)(C)O)C(=C4C(=C3C)O)O)O)O. Cell line: ACHN. Synergy scores: CSS=71.2, Synergy_ZIP=-0.258, Synergy_Bliss=-0.453, Synergy_Loewe=0.934, Synergy_HSA=2.02.